Dataset: hERG potassium channel inhibition data for cardiac toxicity prediction from Karim et al.. Task: Regression/Classification. Given a drug SMILES string, predict its toxicity properties. Task type varies by dataset: regression for continuous values (e.g., LD50, hERG inhibition percentage) or binary classification for toxic/non-toxic outcomes (e.g., AMES mutagenicity, cardiotoxicity, hepatotoxicity). Dataset: herg_karim. (1) The drug is Nc1ccccc1NC(=O)c1ccc(-c2ncc(CN3CCC3)cc2F)cc1. The result is 0 (non-blocker). (2) The drug is CCOC[C@@H](CC(C)C)NC(=O)[C@@H]1CNC[C@H](C(=O)N(c2cc3c(cc2F)OC(C)(C)C(=O)N3CCCOC)C2CC2)C1.Cl. The result is 0 (non-blocker). (3) The compound is N[C@@H](CC(=O)N1CC(=O)Nc2ccccc2C1)[C@H]1CCc2cc(F)c(F)cc21. The result is 0 (non-blocker). (4) The molecule is CCC[N+]CC(O)COc1ccccc1C(=O)CCc1ccccc1. The result is 1 (blocker). (5) The molecule is Cc1c([C@@H](O)CN2CCC3(CC2)CCN(c2cnsc2)C3=O)ccc2c1COC2=O. The result is 1 (blocker).